This data is from Catalyst prediction with 721,799 reactions and 888 catalyst types from USPTO. The task is: Predict which catalyst facilitates the given reaction. (1) Reactant: [CH3:1][C:2]1([CH3:17])[C:7](=[O:8])[CH2:6][CH2:5][C@@H:4]([NH:9][C:10](=[O:16])[O:11][C:12]([CH3:15])([CH3:14])[CH3:13])[CH2:3]1.[CH3:18][Mg]Br. Product: [OH:8][C:7]1([CH3:18])[CH2:6][CH2:5][C@@H:4]([NH:9][C:10](=[O:16])[O:11][C:12]([CH3:15])([CH3:14])[CH3:13])[CH2:3][C:2]1([CH3:17])[CH3:1]. The catalyst class is: 27. (2) Reactant: [CH3:1][C:2]1([CH3:19])[C:10]2[C:5](=[CH:6][C:7]([N+:15]([O-:17])=[O:16])=[C:8]([NH:11]C(=O)C)[CH:9]=2)[NH:4][C:3]1=[O:18].Cl.Cl[CH2:22][CH2:23][CH2:24][N:25]1[CH2:30][CH2:29][O:28][CH2:27][CH2:26]1.C([O-])([O-])=O.[Cs+].[Cs+]. The catalyst class is: 33. Product: [NH2:11][C:8]1[CH:9]=[C:10]2[C:5](=[CH:6][C:7]=1[N+:15]([O-:17])=[O:16])[N:4]([CH2:22][CH2:23][CH2:24][N:25]1[CH2:30][CH2:29][O:28][CH2:27][CH2:26]1)[C:3](=[O:18])[C:2]2([CH3:1])[CH3:19]. (3) Reactant: Br[C:2]1[N:10]([CH2:11][O:12][CH2:13][CH2:14][Si:15]([CH3:18])([CH3:17])[CH3:16])[C:9]2[C:8](=[O:19])[NH:7][C:6](=[O:20])[N:5]([CH3:21])[C:4]=2[N:3]=1.[F:22][C:23]([F:33])([F:32])[O:24][C:25]1[CH:26]=[C:27]([OH:31])[CH:28]=[CH:29][CH:30]=1.C(=O)([O-])[O-].[K+].[K+]. Product: [CH3:21][N:5]1[C:4]2[N:3]=[C:2]([O:31][C:27]3[CH:28]=[CH:29][CH:30]=[C:25]([O:24][C:23]([F:22])([F:32])[F:33])[CH:26]=3)[N:10]([CH2:11][O:12][CH2:13][CH2:14][Si:15]([CH3:18])([CH3:17])[CH3:16])[C:9]=2[C:8](=[O:19])[NH:7][C:6]1=[O:20]. The catalyst class is: 3. (4) Reactant: Cl[C:2]1[N:7]=[CH:6][N:5]=[C:4]([C:8]2[CH:9]=[CH:10][C:11]([O:16][CH:17]3[CH2:22][CH2:21][O:20][CH2:19][CH2:18]3)=[C:12]([CH:15]=2)[C:13]#[N:14])[N:3]=1.[O:23]1[CH2:26][CH:25]([N:27]2[CH2:32][CH2:31][N:30]([C:33]3[CH:34]=[C:35]([CH:37]=[CH:38][CH:39]=3)[NH2:36])[CH2:29][CH2:28]2)[CH2:24]1.C(N(CC)C(C)C)(C)C. Product: [O:23]1[CH2:26][CH:25]([N:27]2[CH2:28][CH2:29][N:30]([C:33]3[CH:34]=[C:35]([NH:36][C:2]4[N:7]=[CH:6][N:5]=[C:4]([C:8]5[CH:9]=[CH:10][C:11]([O:16][CH:17]6[CH2:22][CH2:21][O:20][CH2:19][CH2:18]6)=[C:12]([CH:15]=5)[C:13]#[N:14])[N:3]=4)[CH:37]=[CH:38][CH:39]=3)[CH2:31][CH2:32]2)[CH2:24]1. The catalyst class is: 10. (5) Product: [N:22]1([C:2]2[C:7]([CH:8]=[CH:9][C:10]([OH:12])=[O:11])=[CH:6][CH:5]=[C:4]([C:13]([F:16])([F:15])[F:14])[N:3]=2)[CH2:26][CH2:25][CH2:24][CH2:23]1. Reactant: Cl[C:2]1[C:7]([CH:8]=[CH:9][C:10]([OH:12])=[O:11])=[CH:6][CH:5]=[C:4]([C:13]([F:16])([F:15])[F:14])[N:3]=1.CN(C=O)C.[NH:22]1[CH2:26][CH2:25][CH2:24][CH2:23]1. The catalyst class is: 25. (6) Reactant: C([O:5][C:6](=[O:31])[CH:7]([C:9]([C:11]1[C:12]([O:29][CH3:30])=[C:13]2[C:17](=[CH:18][CH:19]=1)[NH:16][N:15]=[C:14]2/[CH:20]=[CH:21]/[C:22]1[CH:27]=[CH:26][C:25]([F:28])=[CH:24][CH:23]=1)=[O:10])[NH2:8])(C)(C)C.FC(F)(F)C(O)=O.O. Product: [F:28][C:25]1[CH:26]=[CH:27][C:22](/[CH:21]=[CH:20]/[C:14]2[C:13]3[C:17](=[CH:18][CH:19]=[C:11]([C:9]([CH:7]([NH2:8])[C:6]([OH:31])=[O:5])=[O:10])[C:12]=3[O:29][CH3:30])[NH:16][N:15]=2)=[CH:23][CH:24]=1. The catalyst class is: 4.